From a dataset of Full USPTO retrosynthesis dataset with 1.9M reactions from patents (1976-2016). Predict the reactants needed to synthesize the given product. (1) The reactants are: C([O:3][C:4](=[O:34])[CH:5]([C:10]1[CH:11]=[C:12]([C:24]2[CH:29]=[CH:28][C:27]([C:30]([F:33])([F:32])[F:31])=[CH:26][CH:25]=2)[CH:13]=[C:14](OS(C(F)(F)F)(=O)=O)[CH:15]=1)[CH2:6][CH:7]([CH3:9])[CH3:8])C.[Cl:35][C:36]1[CH:37]=[C:38](B(O)O)[CH:39]=[C:40]([Cl:42])[CH:41]=1. Given the product [Cl:35][C:36]1[CH:37]=[C:38]([C:14]2[CH:15]=[C:10]([CH:5]([CH2:6][CH:7]([CH3:9])[CH3:8])[C:4]([OH:34])=[O:3])[CH:11]=[C:12]([C:24]3[CH:25]=[CH:26][C:27]([C:30]([F:31])([F:32])[F:33])=[CH:28][CH:29]=3)[CH:13]=2)[CH:39]=[C:40]([Cl:42])[CH:41]=1, predict the reactants needed to synthesize it. (2) Given the product [F:1][C:2]1[CH:3]=[CH:4][C:5]2[C:14](=[O:15])[C:13](=[N:19][OH:20])[C:12]3[CH:11]=[N:10][N:9]=[C:8]([O:16][CH3:17])[C:7]=3[C:6]=2[CH:18]=1, predict the reactants needed to synthesize it. The reactants are: [F:1][C:2]1[CH:3]=[CH:4][C:5]2[C:14]([OH:15])=[CH:13][C:12]3[CH:11]=[N:10][N:9]=[C:8]([O:16][CH3:17])[C:7]=3[C:6]=2[CH:18]=1.[N:19](OC(C)(C)C)=[O:20].Cl.O1CCOCC1.C([O-])(O)=O.[Na+]. (3) Given the product [ClH:29].[N:4]1[NH:3][N:2]=[N:1][C:5]=1[C:6]1[CH:7]=[CH:8][C:9]([C@@H:12]([NH2:14])[CH3:13])=[CH:10][CH:11]=1, predict the reactants needed to synthesize it. The reactants are: [N:1]1[NH:2][N:3]=[N:4][C:5]=1[C:6]1[CH:11]=[CH:10][C:9]([C@@H:12]([NH:14]C(=O)OC(C)(C)C)[CH3:13])=[CH:8][CH:7]=1.FC(F)(F)C(O)=O.[Cl:29]CCl. (4) Given the product [Cl:1][C:2]1[CH:3]=[C:4]([C:8]2[N:9]=[C:10]([N:16]3[C:20]4[CH:21]=[C:22]([O:25][CH2:26][CH:27]([OH:28])[CH2:29][N:36]5[CH2:41][CH2:40][N:43]([CH3:42])[CH2:38][CH2:37]5)[CH:23]=[CH:24][C:19]=4[N:18]=[CH:17]3)[S:11][C:12]=2[C:13]([NH2:15])=[O:14])[CH:5]=[CH:6][CH:7]=1, predict the reactants needed to synthesize it. The reactants are: [Cl:1][C:2]1[CH:3]=[C:4]([C:8]2[N:9]=[C:10]([N:16]3[C:20]4[CH:21]=[C:22]([O:25][CH2:26][CH:27]5[CH2:29][O:28]5)[CH:23]=[CH:24][C:19]=4[N:18]=[CH:17]3)[S:11][C:12]=2[C:13]([NH2:15])=[O:14])[CH:5]=[CH:6][CH:7]=1.C(=O)([O-])[O-].[K+].[K+].[NH:36]1[CH2:41][CH2:40]O[CH2:38][CH2:37]1.[CH3:42][N:43](C)C=O. (5) Given the product [F:1][C:2]1[C:3]([CH2:19][NH2:20])=[N:4][CH:5]=[C:6]([F:18])[C:7]=1[C:8]1[CH:9]=[N:10][C:11]([C:14]([F:15])([F:16])[F:17])=[CH:12][CH:13]=1, predict the reactants needed to synthesize it. The reactants are: [F:1][C:2]1[C:3]([C:19]#[N:20])=[N:4][CH:5]=[C:6]([F:18])[C:7]=1[C:8]1[CH:9]=[N:10][C:11]([C:14]([F:17])([F:16])[F:15])=[CH:12][CH:13]=1.Cl.[H][H].